From a dataset of Full USPTO retrosynthesis dataset with 1.9M reactions from patents (1976-2016). Predict the reactants needed to synthesize the given product. (1) Given the product [CH2:1]([N:8]1[CH2:13][C@@H:12]([CH3:14])[N:11]([CH2:19][CH2:18][C:17]([F:22])([F:21])[F:16])[CH2:10][C@@H:9]1[CH3:15])[C:2]1[CH:7]=[CH:6][CH:5]=[CH:4][CH:3]=1, predict the reactants needed to synthesize it. The reactants are: [CH2:1]([N:8]1[CH2:13][C@@H:12]([CH3:14])[NH:11][CH2:10][C@@H:9]1[CH3:15])[C:2]1[CH:7]=[CH:6][CH:5]=[CH:4][CH:3]=1.[F:16][C:17]([F:22])([F:21])[CH2:18][CH:19]=O.CC(O)=O.C([BH3-])#N.[Na+]. (2) Given the product [C:43]([O:42][C:39]1[CH:40]=[CH:41][C:36]([CH2:35][C@@H:18]2[N:13]3[C:14](=[O:17])[CH2:15][CH2:16][N:11]([C:9](=[O:10])[NH:8][CH2:1][C:2]4[CH:7]=[CH:6][CH:5]=[CH:4][CH:3]=4)[CH:12]3[C@H:21]([CH3:22])[N:20]([CH2:23][C:24]3[C:33]4[C:28](=[CH:29][CH:30]=[CH:31][CH:32]=4)[CH:27]=[CH:26][CH:25]=3)[C:19]2=[O:34])=[CH:37][CH:38]=1)(=[O:45])[CH3:44], predict the reactants needed to synthesize it. The reactants are: [CH2:1]([NH:8][C:9]([N:11]1[CH2:16][CH2:15][C:14](=[O:17])[N:13]2[C@@H:18]([CH2:35][C:36]3[CH:41]=[CH:40][C:39]([OH:42])=[CH:38][CH:37]=3)[C:19](=[O:34])[N:20]([CH2:23][C:24]3[C:33]4[C:28](=[CH:29][CH:30]=[CH:31][CH:32]=4)[CH:27]=[CH:26][CH:25]=3)[C@@H:21]([CH3:22])[CH:12]12)=[O:10])[C:2]1[CH:7]=[CH:6][CH:5]=[CH:4][CH:3]=1.[C:43](OC(=O)C)(=[O:45])[CH3:44]. (3) Given the product [CH3:19][O:20][C:21]1[CH:22]=[C:23]([CH:27]2[CH2:36][CH2:35][C:34]3[C:29](=[CH:30][CH:31]=[C:32]([OH:38])[CH:33]=3)[O:28]2)[CH:24]=[CH:25][CH:26]=1, predict the reactants needed to synthesize it. The reactants are: FC1C=C(C2CCC3C(=CC=C(O)C=3)O2)C=CC=1.[CH3:19][O:20][C:21]1[CH:22]=[C:23]([CH:27]2[CH2:36][CH:35](O)[C:34]3[C:29](=[CH:30][CH:31]=[C:32]([OH:38])[CH:33]=3)[O:28]2)[CH:24]=[CH:25][CH:26]=1. (4) Given the product [C:23]([N:7]([CH2:6][C:5]1[CH:4]=[CH:3][C:2]([Cl:1])=[CH:17][CH:16]=1)[CH2:8][C:9]1[CH:14]=[CH:13][C:12]([OH:15])=[CH:11][CH:10]=1)([O:22][C:19]([CH3:21])([CH3:20])[CH3:18])=[O:24], predict the reactants needed to synthesize it. The reactants are: [Cl:1][C:2]1[CH:17]=[CH:16][C:5]([CH2:6][NH:7][CH2:8][C:9]2[CH:14]=[CH:13][C:12]([OH:15])=[CH:11][CH:10]=2)=[CH:4][CH:3]=1.[CH3:18][C:19]([O:22][C:23](O[C:23]([O:22][C:19]([CH3:21])([CH3:20])[CH3:18])=[O:24])=[O:24])([CH3:21])[CH3:20].[OH-].[Na+].O. (5) Given the product [ClH:26].[F:2][C:3]1[CH:8]=[CH:7][C:6]([NH:9][C:10]2[CH:15]=[CH:14][N:13]=[C:12]([NH:16][C:17]3[CH:22]=[CH:21][C:20]([S:23]([N:40]([CH:41]4[CH2:42][CH2:43][N:44]([CH3:47])[CH2:45][CH2:46]4)[CH2:39][C@@H:35]4[CH2:36][CH2:37][CH2:38][NH:34]4)(=[O:25])=[O:24])=[CH:19][CH:18]=3)[N:11]=2)=[CH:5][CH:4]=1, predict the reactants needed to synthesize it. The reactants are: Cl.[F:2][C:3]1[CH:8]=[CH:7][C:6]([NH:9][C:10]2[CH:15]=[CH:14][N:13]=[C:12]([NH:16][C:17]3[CH:22]=[CH:21][C:20]([S:23]([Cl:26])(=[O:25])=[O:24])=[CH:19][CH:18]=3)[N:11]=2)=[CH:5][CH:4]=1.C(OC([N:34]1[CH2:38][CH2:37][CH2:36][CH:35]1[CH2:39][NH:40][CH:41]1[CH2:46][CH2:45][N:44]([CH3:47])[CH2:43][CH2:42]1)=O)(C)(C)C. (6) Given the product [CH3:1][O:2][C:3]1[CH:4]=[CH:5][C:6]([CH2:9][C:10]([N:12]([CH2:19][C:20]2[CH:21]=[CH:22][C:23]([Cl:26])=[CH:24][CH:25]=2)[CH:13]2[CH2:18][CH2:17][N:16]([CH:27]3[CH2:31][CH2:30][CH2:29][CH2:28]3)[CH2:15][CH2:14]2)=[O:11])=[CH:7][CH:8]=1, predict the reactants needed to synthesize it. The reactants are: [CH3:1][O:2][C:3]1[CH:8]=[CH:7][C:6]([CH2:9][C:10]([N:12]([CH2:19][C:20]2[CH:25]=[CH:24][C:23]([Cl:26])=[CH:22][CH:21]=2)[CH:13]2[CH2:18][CH2:17][NH:16][CH2:15][CH2:14]2)=[O:11])=[CH:5][CH:4]=1.[CH:27]1(Br)[CH2:31][CH2:30][CH2:29][CH2:28]1. (7) Given the product [CH3:8][O:9][C:10](=[O:30])[CH2:11][C:12]1[C:21]([CH3:22])=[C:20]([CH:23]2[CH2:24][CH2:25][N:26]([S:48]([CH2:47][C:43]3[CH:44]=[CH:45][CH:46]=[C:41]([Cl:40])[CH:42]=3)(=[O:49])=[O:50])[CH2:27][CH2:28]2)[C:19]2[C:14](=[CH:15][CH:16]=[C:17]([F:29])[CH:18]=2)[CH:13]=1, predict the reactants needed to synthesize it. The reactants are: FC(F)(F)C(O)=O.[CH3:8][O:9][C:10](=[O:30])[CH2:11][C:12]1[C:21]([CH3:22])=[C:20]([CH:23]2[CH2:28][CH2:27][NH:26][CH2:25][CH2:24]2)[C:19]2[C:14](=[CH:15][CH:16]=[C:17]([F:29])[CH:18]=2)[CH:13]=1.C(N(CC)C(C)C)(C)C.[Cl:40][C:41]1[CH:42]=[C:43]([CH2:47][S:48](Cl)(=[O:50])=[O:49])[CH:44]=[CH:45][CH:46]=1. (8) Given the product [CH2:1]([C:4]1[C:8]([CH2:9][CH2:10][CH2:11][OH:12])=[CH:7][N:6]([C:16]2[CH:21]=[CH:20][C:19]([C:22]([F:23])([F:25])[F:24])=[CH:18][N:17]=2)[N:5]=1)[CH2:2][CH3:3], predict the reactants needed to synthesize it. The reactants are: [CH2:1]([C:4]1[C:8]([CH2:9][CH2:10][C:11](OCC)=[O:12])=[CH:7][N:6]([C:16]2[CH:21]=[CH:20][C:19]([C:22]([F:25])([F:24])[F:23])=[CH:18][N:17]=2)[N:5]=1)[CH2:2][CH3:3].[H-].C([Al+]CC(C)C)C(C)C.Cl.